This data is from Full USPTO retrosynthesis dataset with 1.9M reactions from patents (1976-2016). The task is: Predict the reactants needed to synthesize the given product. (1) The reactants are: [CH3:1][O:2][C:3]1[CH:8]=[CH:7][C:6]([CH2:9][CH:10]([C:16](O)=[O:17])[CH2:11][C:12]([O:14][CH3:15])=[O:13])=[CH:5][CH:4]=1.C(Cl)(=O)C(Cl)=O.C1C=CC(P(C2C=CC=CC=2)C2C=CC=CC=2)=CC=1. Given the product [CH:16]([CH:10]([CH2:9][C:6]1[CH:7]=[CH:8][C:3]([O:2][CH3:1])=[CH:4][CH:5]=1)[CH2:11][C:12]([O:14][CH3:15])=[O:13])=[O:17], predict the reactants needed to synthesize it. (2) Given the product [F:26][C:8]1([C:11]([O:13][CH2:14][CH3:15])=[O:12])[CH2:9][CH2:10][C:5]2([O:4][CH2:3][CH2:2][O:1]2)[CH2:6][CH2:7]1, predict the reactants needed to synthesize it. The reactants are: [O:1]1[C:5]2([CH2:10][CH2:9][CH:8]([C:11]([O:13][CH2:14][CH3:15])=[O:12])[CH2:7][CH2:6]2)[O:4][CH2:3][CH2:2]1.[Li+].C[Si]([N-][Si](C)(C)C)(C)C.[F:26]N(S(C1C=CC=CC=1)(=O)=O)S(C1C=CC=CC=1)(=O)=O.C([O-])(O)=O.[Na+]. (3) Given the product [Cl:27][C:24]1[CH:25]=[CH:26][C:21]([S:20][C:4]2[C:3]3[C:2]([C:28]([CH3:33])=[CH2:29])=[CH:10][C:9]([F:11])=[CH:8][C:7]=3[N:6]3[CH2:12][CH2:13][CH:14]([CH2:15][C:16]([O:18][CH3:19])=[O:17])[C:5]=23)=[CH:22][CH:23]=1, predict the reactants needed to synthesize it. The reactants are: Br[C:2]1[C:3]2[C:4]([S:20][C:21]3[CH:26]=[CH:25][C:24]([Cl:27])=[CH:23][CH:22]=3)=[C:5]3[CH:14]([CH2:15][C:16]([O:18][CH3:19])=[O:17])[CH2:13][CH2:12][N:6]3[C:7]=2[CH:8]=[C:9]([F:11])[CH:10]=1.[C:28]1([As](C2C=CC=CC=2)C2C=CC=CC=2)[CH:33]=CC=C[CH:29]=1.C([Sn](CCCC)(CCCC)C(C)=C)CCC. (4) Given the product [Si:1]([O:11][CH3:12])([O:8][CH3:9])([O:5][CH3:6])[O:2][CH3:3], predict the reactants needed to synthesize it. The reactants are: [Si:1]([O:11][CH2:12]C)([O:8][CH2:9]C)([O:5][CH2:6]C)[O:2][CH2:3]C.[Si](OCCC)(OCCC)(OCCC)OCCC.[Si](OCCCC)(OCCCC)(OCCCC)OCCCC. (5) Given the product [CH2:28]([O:30][C:31]([C:33]1[C:34]2[S:42][CH:41]=[C:40]([CH2:43][O:24][C:22]3[CH:23]=[C:18]([C:16]4[N:15]=[N:14][N:13]([CH2:12][C:11]5[CH:26]=[CH:27][C:8]([Cl:7])=[CH:9][CH:10]=5)[CH:17]=4)[CH:19]=[CH:20][C:21]=3[CH3:25])[C:35]=2[C:36]([Cl:39])=[N:37][CH:38]=1)=[O:32])[CH3:29], predict the reactants needed to synthesize it. The reactants are: C(=O)([O-])[O-].[Cs+].[Cs+].[Cl:7][C:8]1[CH:27]=[CH:26][C:11]([CH2:12][N:13]2[CH:17]=[C:16]([C:18]3[CH:19]=[CH:20][C:21]([CH3:25])=[C:22]([OH:24])[CH:23]=3)[N:15]=[N:14]2)=[CH:10][CH:9]=1.[CH2:28]([O:30][C:31]([C:33]1[C:34]2[S:42][CH:41]=[C:40]([CH2:43]Br)[C:35]=2[C:36]([Cl:39])=[N:37][CH:38]=1)=[O:32])[CH3:29]. (6) Given the product [F:17][C:11]1[CH:12]=[C:13]([F:16])[CH:14]=[CH:15][C:10]=1[C@@:5]1([CH2:4][N:27]2[CH:31]=[N:30][CH:29]=[N:28]2)[C@H:6]([CH3:7])[O:9]1, predict the reactants needed to synthesize it. The reactants are: [H-].[Na+].Cl[CH2:4][C@:5]([C:10]1[CH:15]=[CH:14][C:13]([F:16])=[CH:12][C:11]=1[F:17])([OH:9])[C@H:6](O)[CH3:7].C1(C)C=CC(S([N:27]2[CH:31]=[N:30][CH:29]=[N:28]2)(=O)=O)=CC=1.N1C=CN=N1. (7) Given the product [OH:26][C@@H:24]([C@@H:5]1[C@:4]2([CH3:27])[C@H:8]([C@H:9]3[C@H:22]([C@@H:2]([OH:1])[CH2:3]2)[C@:21]2([CH3:23])[C:12]([CH2:13][C:14]4([CH2:19][CH2:20]2)[O:15][CH2:16][CH2:17][O:18]4)=[CH:11][CH2:10]3)[CH2:7][CH2:6]1)[CH3:25], predict the reactants needed to synthesize it. The reactants are: [OH:1][C@@H:2]1[C@H:22]2[C@@H:9]([CH2:10][CH:11]=[C:12]3[C@:21]2([CH3:23])[CH2:20][CH2:19][C:14]2([O:18][CH2:17][CH2:16][O:15]2)[CH2:13]3)[C@H:8]2[C@@:4]([CH3:27])([C@@H:5]([C:24](=[O:26])[CH3:25])[CH2:6][CH2:7]2)[CH2:3]1.[BH4-].[Na+].